This data is from Full USPTO retrosynthesis dataset with 1.9M reactions from patents (1976-2016). The task is: Predict the reactants needed to synthesize the given product. (1) Given the product [NH2:33][CH:28]([CH2:27][CH2:26][S:25][CH2:24][C@@H:6]1[C@@H:5]([OH:4])[C@@H:9]([OH:10])[C@H:8]([N:14]2[CH:22]=[N:21][C:20]3[C:15]2=[N:16][CH:17]=[N:18][C:19]=3[NH:52][CH2:53][CH2:54][N:55]([CH3:56])[CH3:57])[O:7]1)[C:29]([OH:31])=[O:30], predict the reactants needed to synthesize it. The reactants are: C([O:4][C@H:5]1[C@@H:9]([O:10]C(=O)C)[C@H:8]([N:14]2[CH:22]=[N:21][C:20]3[C:15]2=[N:16][CH:17]=[N:18][C:19]=3Cl)[O:7][C@@H:6]1[CH2:24][S:25][CH2:26][CH2:27][CH:28]([NH:33]C(OCC1C2C=CC=CC=2C2C1=CC=CC=2)=O)[C:29]([O:31]C)=[O:30])(=O)C.C[NH:52][CH2:53][CH2:54][NH:55][CH3:56].[CH2:57](O)C. (2) Given the product [CH3:1][C:2]1[C:3]([N:9]2[CH2:10][CH2:11][N:12]([C:15]([C:17]3[CH:24]=[CH:23][C:22]([N:25]4[CH2:29][CH2:28][N:27]([CH2:32][CH2:33][O:34][CH3:35])[C:26]4=[O:30])=[CH:21][C:18]=3[C:19]#[N:20])=[O:16])[CH2:13][CH2:14]2)=[N:4][CH:5]=[C:6]([CH3:8])[CH:7]=1, predict the reactants needed to synthesize it. The reactants are: [CH3:1][C:2]1[C:3]([N:9]2[CH2:14][CH2:13][N:12]([C:15]([C:17]3[CH:24]=[CH:23][C:22]([N:25]4[CH2:29][CH2:28][NH:27][C:26]4=[O:30])=[CH:21][C:18]=3[C:19]#[N:20])=[O:16])[CH2:11][CH2:10]2)=[N:4][CH:5]=[C:6]([CH3:8])[CH:7]=1.Br[CH2:32][CH2:33][O:34][CH3:35]. (3) Given the product [O:14]1[C:13]2[C:12]3[CH:21]=[CH:22][C:9]([N:5]4[CH2:4][C@H:3]([CH2:2][NH:1][C:33]([NH:32][CH2:30][CH3:31])=[O:34])[O:7][C:6]4=[O:8])=[CH:10][C:11]=3[CH2:20][CH2:19][CH2:18][C:17]=2[CH:16]=[N:15]1, predict the reactants needed to synthesize it. The reactants are: [NH2:1][CH2:2][C@@H:3]1[O:7][C:6](=[O:8])[N:5]([C:9]2[CH:22]=[CH:21][C:12]3[C:13]4[O:14][N:15]=[CH:16][C:17]=4[CH2:18][CH2:19][CH2:20][C:11]=3[CH:10]=2)[CH2:4]1.C(N(CC)CC)C.[CH2:30]([N:32]=[C:33]=[O:34])[CH3:31].